This data is from Full USPTO retrosynthesis dataset with 1.9M reactions from patents (1976-2016). The task is: Predict the reactants needed to synthesize the given product. (1) Given the product [O:22]1[CH2:27][CH2:26][CH:25]([C:28]([N:19]2[CH2:20][CH2:21][CH:16]([CH:14]3[O:13][CH2:12][C:5]4[C:6]5[C:11](=[CH:10][CH:9]=[CH:8][CH:7]=5)[C:2](=[O:1])[NH:3][C:4]=4[CH2:15]3)[CH2:17][CH2:18]2)=[O:29])[CH2:24][CH2:23]1, predict the reactants needed to synthesize it. The reactants are: [O:1]=[C:2]1[C:11]2[CH:10]=[CH:9][CH:8]=[CH:7][C:6]=2[C:5]2[CH2:12][O:13][CH:14]([CH:16]3[CH2:21][CH2:20][NH2+:19][CH2:18][CH2:17]3)[CH2:15][C:4]=2[NH:3]1.[O:22]1[CH2:27][CH2:26][CH:25]([C:28](Cl)=[O:29])[CH2:24][CH2:23]1.CCN(C(C)C)C(C)C.CN(C=O)C. (2) Given the product [Cl:13][C:14]1[CH:15]=[C:16]([C@H:20]2[O:34][S:35](=[O:36])[N:22]([CH2:23][CH:24]3[CH2:26][CH2:25]3)[C@@H:21]2[C:27]2[CH:32]=[CH:31][C:30]([Cl:33])=[CH:29][CH:28]=2)[CH:17]=[CH:18][CH:19]=1, predict the reactants needed to synthesize it. The reactants are: N1C=CN=C1.C(N(CC)CC)C.[Cl:13][C:14]1[CH:15]=[C:16]([C@@H:20]([OH:34])[C@@H:21]([C:27]2[CH:32]=[CH:31][C:30]([Cl:33])=[CH:29][CH:28]=2)[NH:22][CH2:23][CH:24]2[CH2:26][CH2:25]2)[CH:17]=[CH:18][CH:19]=1.[S:35](Cl)(Cl)=[O:36]. (3) Given the product [Cl:12][C:13]1[CH:14]=[N:15][CH:16]=[C:17]([O:19][C:2]2[CH:7]=[CH:6][C:5]([N+:8]([O-:10])=[O:9])=[CH:4][C:3]=2[CH3:11])[CH:18]=1, predict the reactants needed to synthesize it. The reactants are: F[C:2]1[CH:7]=[CH:6][C:5]([N+:8]([O-:10])=[O:9])=[CH:4][C:3]=1[CH3:11].[Cl:12][C:13]1[CH:14]=[N:15][CH:16]=[C:17]([OH:19])[CH:18]=1. (4) Given the product [NH2:36][C:35]1[C:34]([OH:33])=[C:37]([NH2:38])[N:23]=[C:22]([C:7]2[C:6]([CH3:25])=[C:5]([CH:2]3[CH2:4][CH2:3]3)[N:9]([CH2:10][C:11]3[C:16]([F:17])=[CH:15][C:14]([O:18][CH2:19][CH3:20])=[CH:13][C:12]=3[F:21])[N:8]=2)[N:24]=1, predict the reactants needed to synthesize it. The reactants are: Cl.[CH:2]1([C:5]2[N:9]([CH2:10][C:11]3[C:16]([F:17])=[CH:15][C:14]([O:18][CH2:19][CH3:20])=[CH:13][C:12]=3[F:21])[N:8]=[C:7]([C:22](=[NH:24])[NH2:23])[C:6]=2[CH3:25])[CH2:4][CH2:3]1.[Si]([O:33][CH:34]([C:37]#[N:38])[C:35]#[N:36])(C(C)(C)C)(C)C.C([O-])(C)(C)C.[K+]. (5) Given the product [CH3:23][C:15]1[O:14][N:13]=[C:12]([C:6]2[CH:11]=[CH:10][CH:9]=[CH:8][CH:7]=2)[C:16]=1[C:17]1[CH:22]=[CH:21][C:20]([S:2]([Cl:1])(=[O:5])=[O:3])=[CH:19][CH:18]=1, predict the reactants needed to synthesize it. The reactants are: [Cl:1][S:2]([OH:5])(=O)=[O:3].[C:6]1([C:12]2[C:16]([C:17]3[CH:22]=[CH:21][CH:20]=[CH:19][CH:18]=3)=[C:15]([CH3:23])[O:14][N:13]=2)[CH:11]=[CH:10][CH:9]=[CH:8][CH:7]=1.O.